From a dataset of Catalyst prediction with 721,799 reactions and 888 catalyst types from USPTO. Predict which catalyst facilitates the given reaction. (1) Reactant: C(O/[CH:6]=[CH:7]/[C:8]1[C:13]([F:14])=[CH:12][N:11]=[C:10]([Cl:15])[N:9]=1)CCC.BrN1C(=O)CCC1=O.[NH2:24][C:25]1[CH:30]=[CH:29][CH:28]=[CH:27][N:26]=1. Product: [Cl:15][C:10]1[N:9]=[C:8]([C:7]2[N:26]3[CH:27]=[CH:28][CH:29]=[CH:30][C:25]3=[N:24][CH:6]=2)[C:13]([F:14])=[CH:12][N:11]=1. The catalyst class is: 38. (2) Reactant: [Br:1][C:2]1[CH:7]=[C:6]([NH2:8])[CH:5]=[CH:4][N:3]=1.C([O-])(=O)C.[Na+].[I:14]Cl.O. Product: [Br:1][C:2]1[CH:7]=[C:6]([NH2:8])[C:5]([I:14])=[CH:4][N:3]=1. The catalyst class is: 15.